This data is from Forward reaction prediction with 1.9M reactions from USPTO patents (1976-2016). The task is: Predict the product of the given reaction. (1) Given the reactants [Br:1][C:2]1[CH:3]=[C:4]2[C:9](=[CH:10][CH:11]=1)[N:8]=[CH:7][C:6]([C:12]([CH:14]1[CH2:16][CH2:15]1)=[O:13])=[C:5]2Cl.[NH2:18][CH2:19][CH:20]1[CH2:25][CH2:24][N:23]([C:26]([O:28][C:29]([CH3:32])([CH3:31])[CH3:30])=[O:27])[CH2:22][CH2:21]1, predict the reaction product. The product is: [Br:1][C:2]1[CH:3]=[C:4]2[C:9](=[CH:10][CH:11]=1)[N:8]=[CH:7][C:6]([C:12]([CH:14]1[CH2:16][CH2:15]1)=[O:13])=[C:5]2[NH:18][CH2:19][CH:20]1[CH2:25][CH2:24][N:23]([C:26]([O:28][C:29]([CH3:32])([CH3:31])[CH3:30])=[O:27])[CH2:22][CH2:21]1. (2) The product is: [CH3:1][C@H:2]([C:15]([OH:17])=[O:16])[C:3]1[CH:4]=[CH:5][C:6]2[CH:7]=[C:8]([O:13][CH3:14])[CH:9]=[CH:10][C:11]=2[CH:12]=1.[NH2:18][CH2:19][CH2:20][CH2:21][CH2:22][CH2:23][C:24]([OH:26])=[O:25].[NH2:27][CH:28]([CH2:31][OH:32])[CH2:29][OH:30].[CH2:35]([C:36]([O-:13])=[O:37])[CH2:34][C:33]([O-:38])=[O:39]. Given the reactants [CH3:1][C@H:2]([C:15]([OH:17])=[O:16])[C:3]1[CH:4]=[CH:5][C:6]2[CH:7]=[C:8]([O:13][CH3:14])[CH:9]=[CH:10][C:11]=2[CH:12]=1.[NH2:18][CH2:19][CH2:20][CH2:21][CH2:22][CH2:23][C:24]([OH:26])=[O:25].[NH2:27][CH:28]([CH2:31][OH:32])[CH2:29][OH:30].[C:33]1(=[O:39])[O:38][C:36](=[O:37])[CH2:35][CH2:34]1.ClCCl, predict the reaction product. (3) Given the reactants [CH2:1]([O:8][CH2:9][C@@H:10]([NH:14][C:15]1[CH:20]=[CH:19][C:18]([C:21]#[N:22])=[C:17]([NH:23][C:24]2[S:28][N:27]=[C:26]([CH3:29])[CH:25]=2)[CH:16]=1)[C:11]([NH2:13])=[O:12])[C:2]1[CH:7]=[CH:6][CH:5]=[CH:4][CH:3]=1.C([O-])([O-])=[O:31].[K+].[K+].OO, predict the reaction product. The product is: [NH2:13][C:11](=[O:12])[C@H:10]([NH:14][C:15]1[CH:20]=[CH:19][C:18]([C:21]([NH2:22])=[O:31])=[C:17]([NH:23][C:24]2[S:28][N:27]=[C:26]([CH3:29])[CH:25]=2)[CH:16]=1)[CH2:9][O:8][CH2:1][C:2]1[CH:7]=[CH:6][CH:5]=[CH:4][CH:3]=1. (4) Given the reactants Cl.[CH2:2]([O:4][C:5](=[O:8])[CH2:6][NH2:7])[CH3:3].C([O-])(=O)C.[Na+].CO[CH:16]1[CH2:20][CH2:19][CH:18](OC)O1.C([O-])(O)=O.[Na+], predict the reaction product. The product is: [N:7]1([CH2:6][C:5]([O:4][CH2:2][CH3:3])=[O:8])[CH:16]=[CH:20][CH:19]=[CH:18]1. (5) Given the reactants [C:1]([O:5][C:6]([N:8]1[CH2:13][CH2:12][CH:11]([C:14]2[S:15][CH2:16][CH:17]([C:19]([O:21][CH2:22][CH3:23])=[O:20])[N:18]=2)[CH2:10][CH2:9]1)=[O:7])([CH3:4])([CH3:3])[CH3:2].C(OC(N1CCC(C2SC=C(C(OCC)=O)N=2)CC1)=O)(C)(C)C, predict the reaction product. The product is: [C:1]([O:5][C:6]([N:8]1[CH2:13][CH2:12][CH:11]([C:14]2[S:15][CH2:16][CH:17]([C:19]([O:21][CH2:22][CH3:23])=[O:20])[N:18]=2)[CH2:10][CH2:9]1)=[O:7])([CH3:4])([CH3:3])[CH3:2]. (6) Given the reactants [NH:1]1[C:9]2[C:4](=[CH:5][CH:6]=[CH:7][CH:8]=2)[C:3]([C:10]([O:12][CH3:13])=[O:11])=[N:2]1.[H-].[Na+].Cl.Cl[CH2:18][C:19]1[CH:24]=[CH:23][CH:22]=[CH:21][N:20]=1, predict the reaction product. The product is: [N:20]1[CH:21]=[CH:22][CH:23]=[CH:24][C:19]=1[CH2:18][N:1]1[C:9]2[C:4](=[CH:5][CH:6]=[CH:7][CH:8]=2)[C:3]([C:10]([O:12][CH3:13])=[O:11])=[N:2]1.